From a dataset of Forward reaction prediction with 1.9M reactions from USPTO patents (1976-2016). Predict the product of the given reaction. (1) The product is: [CH3:1][O:2][C:3]([C:5]1([C:9]2[CH:14]=[CH:13][C:12]([NH:15][C:16]3[C:21]4[CH2:22][CH2:23][CH2:24][C:20]=4[N:19]=[C:18]([O:32][C:26]4[CH:31]=[CH:30][CH:29]=[CH:28][CH:27]=4)[N:17]=3)=[CH:11][CH:10]=2)[CH2:8][CH2:7][CH2:6]1)=[O:4]. Given the reactants [CH3:1][O:2][C:3]([C:5]1([C:9]2[CH:14]=[CH:13][C:12]([NH:15][C:16]3[C:21]4[CH2:22][CH2:23][CH2:24][C:20]=4[N:19]=[C:18](Cl)[N:17]=3)=[CH:11][CH:10]=2)[CH2:8][CH2:7][CH2:6]1)=[O:4].[C:26]1([OH:32])[CH:31]=[CH:30][CH:29]=[CH:28][CH:27]=1.C(=O)([O-])[O-].[Cs+].[Cs+], predict the reaction product. (2) Given the reactants [CH2:1]([O:8][C:9]1[C:10]([CH2:18][CH3:19])=[CH:11][C:12](Br)=[C:13]([O:15][CH3:16])[CH:14]=1)[C:2]1[CH:7]=[CH:6][CH:5]=[CH:4][CH:3]=1.C([Li])CCC.CCOCC.[B:30](OCC)([O:34]CC)[O:31]CC, predict the reaction product. The product is: [CH2:1]([O:8][C:9]1[C:10]([CH2:18][CH3:19])=[CH:11][C:12]([B:30]([OH:34])[OH:31])=[C:13]([O:15][CH3:16])[CH:14]=1)[C:2]1[CH:7]=[CH:6][CH:5]=[CH:4][CH:3]=1.